Dataset: Full USPTO retrosynthesis dataset with 1.9M reactions from patents (1976-2016). Task: Predict the reactants needed to synthesize the given product. (1) Given the product [C:25]([C:22]1([NH:21][C:19](=[O:20])[C@H:13]([CH2:14][C:15]([F:18])([CH3:17])[CH3:16])[NH:12][C@@H:8]([C:5]2[CH:6]=[CH:7][C:2]([B:27]3[O:31][C:30]([CH3:33])([CH3:32])[C:29]([CH3:35])([CH3:34])[O:28]3)=[CH:3][CH:4]=2)[CH:9]([F:11])[F:10])[CH2:24][CH2:23]1)#[N:26], predict the reactants needed to synthesize it. The reactants are: Br[C:2]1[CH:7]=[CH:6][C:5]([C@H:8]([NH:12][C@H:13]([C:19]([NH:21][C:22]2([C:25]#[N:26])[CH2:24][CH2:23]2)=[O:20])[CH2:14][C:15]([F:18])([CH3:17])[CH3:16])[CH:9]([F:11])[F:10])=[CH:4][CH:3]=1.[B:27]1([B:27]2[O:31][C:30]([CH3:33])([CH3:32])[C:29]([CH3:35])([CH3:34])[O:28]2)[O:31][C:30]([CH3:33])([CH3:32])[C:29]([CH3:35])([CH3:34])[O:28]1. (2) Given the product [NH2:20][C@H:21]([C:25]([O:27][CH2:28][CH:29]([CH2:69][O:70][C:71](=[O:89])[CH2:72][CH2:73][CH2:74][CH2:75][CH2:76][CH2:77][CH2:78][CH2:79][CH2:80][CH2:81][CH2:82][CH2:83][CH2:84][CH2:85][CH2:86][CH2:87][CH3:88])[CH2:30][CH2:31][CH2:32][C:33]([O:35][CH:36]([CH2:37][O:38][C:39]1[CH:48]=[CH:47][CH:46]=[C:45]2[C:40]=1[C:41](=[O:52])[CH:42]=[C:43]([C:49]([OH:51])=[O:50])[O:44]2)[CH2:53][O:54][C:55]1[CH:64]=[CH:63][CH:62]=[C:61]2[C:56]=1[C:57](=[O:68])[CH:58]=[C:59]([C:65]([OH:67])=[O:66])[O:60]2)=[O:34])=[O:26])[CH:22]([CH3:24])[CH3:23], predict the reactants needed to synthesize it. The reactants are: C([NH:20][C@H:21]([C:25]([O:27][CH2:28][CH:29]([CH2:69][O:70][C:71](=[O:89])[CH2:72][CH2:73][CH2:74][CH2:75][CH2:76][CH2:77][CH2:78][CH2:79][CH2:80][CH2:81][CH2:82][CH2:83][CH2:84][CH2:85][CH2:86][CH2:87][CH3:88])[CH2:30][CH2:31][CH2:32][C:33]([O:35][CH:36]([CH2:53][O:54][C:55]1[CH:64]=[CH:63][CH:62]=[C:61]2[C:56]=1[C:57](=[O:68])[CH:58]=[C:59]([C:65]([OH:67])=[O:66])[O:60]2)[CH2:37][O:38][C:39]1[CH:48]=[CH:47][CH:46]=[C:45]2[C:40]=1[C:41](=[O:52])[CH:42]=[C:43]([C:49]([OH:51])=[O:50])[O:44]2)=[O:34])=[O:26])[CH:22]([CH3:24])[CH3:23])(C1C=CC=CC=1)(C1C=CC=CC=1)C1C=CC=CC=1.C(O)(=O)C. (3) Given the product [CH3:1][O:2][C:3](=[O:11])[C:4]1[CH:9]=[CH:8][C:7]([NH:10][C:21]([O:23][C:24]2[CH:25]=[CH:26][C:27]([N+:30]([O-:32])=[O:31])=[CH:28][CH:29]=2)=[O:22])=[N:6][CH:5]=1, predict the reactants needed to synthesize it. The reactants are: [CH3:1][O:2][C:3](=[O:11])[C:4]1[CH:9]=[CH:8][C:7]([NH2:10])=[N:6][CH:5]=1.ClCCl.O1CCCC1.Cl[C:21]([O:23][C:24]1[CH:29]=[CH:28][C:27]([N+:30]([O-:32])=[O:31])=[CH:26][CH:25]=1)=[O:22]. (4) Given the product [F:22][C:18]1[CH:17]=[C:16]([C:15]2[S:14][C:13]([CH3:23])=[N:12][C:11]=2[C:9]([N:4]2[C@H:3]([CH2:2][NH:1][C:32]([C:29]3[N:26]4[C:25]([S:24][CH:28]=[CH:27]4)=[N:31][CH:30]=3)=[O:33])[CH2:8][C@H:7]3[C@@H:5]2[CH2:6]3)=[O:10])[CH:21]=[CH:20][CH:19]=1, predict the reactants needed to synthesize it. The reactants are: [NH2:1][CH2:2][C@@H:3]1[CH2:8][C@H:7]2[C@H:5]([CH2:6]2)[N:4]1[C:9]([C:11]1[N:12]=[C:13]([CH3:23])[S:14][C:15]=1[C:16]1[CH:21]=[CH:20][CH:19]=[C:18]([F:22])[CH:17]=1)=[O:10].[S:24]1[CH:28]=[CH:27][N:26]2[C:29]([C:32](O)=[O:33])=[CH:30][N:31]=[C:25]12.